This data is from Reaction yield outcomes from USPTO patents with 853,638 reactions. The task is: Predict the reaction yield, written as a fraction of the theoretical maximum amount of product (1.0 means a 100% yield; for example, 0.34 means a 34% yield). (1) The reactants are C[O:2][C:3]([C:5]1[CH:6]=[C:7]([NH:10][C:11]2[C:20]3[C:15](=[CH:16][CH:17]=[CH:18][CH:19]=3)[N:14]=[C:13]([C:21]3[CH:26]=[CH:25][CH:24]=[CH:23][CH:22]=3)[N:12]=2)[NH:8][N:9]=1)=[O:4].[OH-].[Na+].Cl. No catalyst specified. The product is [C:3]([C:5]1[CH:6]=[C:7]([NH:10][C:11]2[C:20]3[C:15](=[CH:16][CH:17]=[CH:18][CH:19]=3)[N:14]=[C:13]([C:21]3[CH:26]=[CH:25][CH:24]=[CH:23][CH:22]=3)[N:12]=2)[NH:8][N:9]=1)([OH:4])=[O:2]. The yield is 0.940. (2) The reactants are [F:1][C:2]1[CH:3]=[CH:4][C:5]([CH2:8][O:9][C:10]2[CH:15]=[CH:14][N+:13]([O-])=[CH:12][CH:11]=2)=[N:6][CH:7]=1.C(OC(=O)C)(=[O:19])C. No catalyst specified. The product is [F:1][C:2]1[CH:3]=[CH:4][C:5]([CH2:8][O:9][C:10]2[CH:15]=[CH:14][NH:13][C:12](=[O:19])[CH:11]=2)=[N:6][CH:7]=1. The yield is 0.730. (3) The reactants are [OH:1][C:2]1[CH:11]=[CH:10][C:5]([C:6]([O:8][CH3:9])=[O:7])=[CH:4][C:3]=1I.[C:13]([Cu])#[N:14].[C-]#N.[Na+]. The catalyst is CN(C=O)C. The product is [C:13]([C:3]1[CH:4]=[C:5]([CH:10]=[CH:11][C:2]=1[OH:1])[C:6]([O:8][CH3:9])=[O:7])#[N:14]. The yield is 1.00.